From a dataset of Aqueous solubility values for 9,982 compounds from the AqSolDB database. Regression/Classification. Given a drug SMILES string, predict its absorption, distribution, metabolism, or excretion properties. Task type varies by dataset: regression for continuous measurements (e.g., permeability, clearance, half-life) or binary classification for categorical outcomes (e.g., BBB penetration, CYP inhibition). For this dataset (solubility_aqsoldb), we predict Y. (1) The compound is CCCC[C@@H](CC)COC(=O)/C=C/c1ccc(OC)cc1.CCCC[C@H](CC)COC(=O)/C=C/c1ccc(OC)cc1. The Y is -6.42 log mol/L. (2) The molecule is CCOP(=S)(OCC)SCSc1ccc(Cl)cc1. The Y is -6.05 log mol/L. (3) The compound is CCc1ccc(C)cc1. The Y is -3.10 log mol/L. (4) The drug is C#CC(C)(O)CCCC(C)CCCC(C)C. The Y is -4.95 log mol/L. (5) The compound is [Cl-].[Cl-].[Ni+2]. The Y is 0.695 log mol/L. (6) The molecule is O=[N+]([O-])c1ccc2c3c(cccc13)-c1ccccc1-2. The Y is -7.10 log mol/L.